From a dataset of Peptide-MHC class II binding affinity with 134,281 pairs from IEDB. Regression. Given a peptide amino acid sequence and an MHC pseudo amino acid sequence, predict their binding affinity value. This is MHC class II binding data. (1) The peptide sequence is DAVTPLLKILVLSIL. The MHC is DRB1_0101 with pseudo-sequence DRB1_0101. The binding affinity (normalized) is 0.551. (2) The peptide sequence is YDKFLANVFTVLTGK. The MHC is DRB1_0404 with pseudo-sequence DRB1_0404. The binding affinity (normalized) is 0.780.